From a dataset of Full USPTO retrosynthesis dataset with 1.9M reactions from patents (1976-2016). Predict the reactants needed to synthesize the given product. (1) Given the product [CH3:16][N:12]1[CH2:13][C:8]([C:2]2[CH:3]=[CH:4][CH:5]=[CH:6][CH:7]=2)=[C:9]([CH2:14][OH:15])[CH2:10][CH2:11]1, predict the reactants needed to synthesize it. The reactants are: Cl.[C:2]1([C:8]2[CH2:13][NH:12][CH2:11][CH2:10][C:9]=2[CH2:14][OH:15])[CH:7]=[CH:6][CH:5]=[CH:4][CH:3]=1.[CH3:16]CN(CC)CC.C=O.[BH-](OC(C)=O)(OC(C)=O)OC(C)=O.[Na+]. (2) Given the product [F:12][C:13]1[C:18]([F:19])=[C:17]([C:20]([F:21])([F:22])[F:23])[CH:16]=[CH:15][C:14]=1[CH2:24][CH2:25][CH:26]=[O:27], predict the reactants needed to synthesize it. The reactants are: C1C=C[NH+]=CC=1.[O-][Cr](Cl)(=O)=O.[F:12][C:13]1[C:18]([F:19])=[C:17]([C:20]([F:23])([F:22])[F:21])[CH:16]=[CH:15][C:14]=1[CH2:24][CH2:25][CH2:26][OH:27]. (3) Given the product [CH3:1][O:2][C:3]([C@@H:5]1[CH2:9][C@@H:8]([S:10]([C:13]2[CH:18]=[CH:17][CH:16]=[CH:15][C:14]=2[Cl:19])(=[O:11])=[O:12])[CH2:7][N:6]1[C:20](=[O:25])[CH2:21][C:22](=[O:23])[CH3:24])=[O:4], predict the reactants needed to synthesize it. The reactants are: [CH3:1][O:2][C:3]([C@@H:5]1[CH2:9][C@@H:8]([S:10]([C:13]2[CH:18]=[CH:17][CH:16]=[CH:15][C:14]=2[Cl:19])(=[O:12])=[O:11])[CH2:7][NH:6]1)=[O:4].[C:20](OC(C)(C)C)(=[O:25])[CH2:21][C:22]([CH3:24])=[O:23]. (4) The reactants are: Br[CH2:2][CH2:3][CH2:4][O:5][CH:6]1[CH2:11][CH2:10][CH2:9][CH2:8][O:7]1.[CH2:12]([O:26][C:27]1[O:31][C:30]([C:32]([OH:34])=[O:33])=[CH:29][CH:28]=1)[CH2:13][CH2:14][CH2:15][CH2:16][CH2:17][CH2:18][CH2:19][CH2:20][CH2:21][CH2:22][CH2:23][CH2:24][CH3:25]. Given the product [CH2:12]([O:26][C:27]1[O:31][C:30]([C:32]([O:34][CH2:2][CH2:3][CH2:4][O:5][CH:6]2[CH2:11][CH2:10][CH2:9][CH2:8][O:7]2)=[O:33])=[CH:29][CH:28]=1)[CH2:13][CH2:14][CH2:15][CH2:16][CH2:17][CH2:18][CH2:19][CH2:20][CH2:21][CH2:22][CH2:23][CH2:24][CH3:25], predict the reactants needed to synthesize it.